Task: Predict which catalyst facilitates the given reaction.. Dataset: Catalyst prediction with 721,799 reactions and 888 catalyst types from USPTO (1) Reactant: [C:1]1([C:7]2[NH:8][CH:9]=[C:10]([CH:12]=[O:13])[N:11]=2)[CH:6]=[CH:5][CH:4]=[CH:3][CH:2]=1.[H-].[Na+].C1OCCOCCOCCOCCOC1.Cl.[N:32]1[CH:37]=[CH:36][CH:35]=[C:34]([S:38](Cl)(=[O:40])=[O:39])[CH:33]=1.C(=O)([O-])O.[Na+]. Product: [C:1]1([C:7]2[N:8]([S:38]([C:34]3[CH:33]=[N:32][CH:37]=[CH:36][CH:35]=3)(=[O:40])=[O:39])[CH:9]=[C:10]([CH:12]=[O:13])[N:11]=2)[CH:2]=[CH:3][CH:4]=[CH:5][CH:6]=1. The catalyst class is: 7. (2) Reactant: C[O:2][C:3](=O)[C:4]([CH3:16])([CH3:15])[C@@H:5]([NH:7][C:8]([O:10][C:11]([CH3:14])([CH3:13])[CH3:12])=[O:9])[CH3:6].[H-].[Al+3].[Li+].[H-].[H-].[H-].O.[OH-].[Na+]. Product: [C:11]([O:10][C:8](=[O:9])[NH:7][C@@H:5]([CH3:6])[C:4]([CH3:16])([CH3:15])[CH2:3][OH:2])([CH3:14])([CH3:12])[CH3:13]. The catalyst class is: 1. (3) Reactant: Cl[C:2]1[C:7]([N+:8]([O-])=O)=[C:6]([O:11][CH3:12])[N:5]=[CH:4][N:3]=1. Product: [CH3:12][O:11][C:6]1[C:7]([NH2:8])=[CH:2][N:3]=[CH:4][N:5]=1. The catalyst class is: 29. (4) Reactant: [CH3:1][C:2]([CH3:9])([CH3:8])[CH:3]=[CH:4][C:5]([OH:7])=[O:6].CO.O1CCCC1. Product: [CH3:1][C:2]([CH3:9])([CH3:8])[CH2:3][CH2:4][C:5]([OH:7])=[O:6]. The catalyst class is: 63.